This data is from Forward reaction prediction with 1.9M reactions from USPTO patents (1976-2016). The task is: Predict the product of the given reaction. (1) Given the reactants [Cl:1][C:2]1[CH:3]=[C:4]([S:9](Cl)(=[O:11])=[O:10])[CH:5]=[CH:6][C:7]=1[F:8].[F-:13].[K+].C1OCCOCCOCCOCCOCCOC1, predict the reaction product. The product is: [Cl:1][C:2]1[CH:3]=[C:4]([S:9]([F:13])(=[O:11])=[O:10])[CH:5]=[CH:6][C:7]=1[F:8]. (2) Given the reactants [F:1][CH:2]([F:25])[C:3]1[N:8]2[N:9]=[CH:10][C:11]([C:12]([OH:14])=O)=[C:7]2[N:6]=[C:5]([C:15]2[CH:20]=[CH:19][C:18]([C:21]([F:24])([F:23])[F:22])=[CH:17][CH:16]=2)[CH:4]=1.[NH2:26][C:27]1[CH:28]=[C:29]([S:33]([NH:36][CH2:37][CH:38]([CH3:40])[CH3:39])(=[O:35])=[O:34])[CH:30]=[CH:31][CH:32]=1, predict the reaction product. The product is: [CH2:37]([NH:36][S:33]([C:29]1[CH:28]=[C:27]([NH:26][C:12]([C:11]2[CH:10]=[N:9][N:8]3[C:3]([CH:2]([F:25])[F:1])=[CH:4][C:5]([C:15]4[CH:20]=[CH:19][C:18]([C:21]([F:23])([F:24])[F:22])=[CH:17][CH:16]=4)=[N:6][C:7]=23)=[O:14])[CH:32]=[CH:31][CH:30]=1)(=[O:35])=[O:34])[CH:38]([CH3:40])[CH3:39]. (3) The product is: [CH:43]12[CH2:46][CH2:47][CH:39]([CH2:45][CH2:44]1)[CH2:40][N:41]([CH2:48][CH2:49][O:1][C:2]1[CH:38]=[CH:37][C:5]([CH2:6][N:8]([CH:34]([CH3:35])[CH3:36])[C:9]3[CH:14]=[C:13]([O:15][CH3:16])[CH:12]=[CH:11][C:10]=3[CH:17]3[CH2:26][CH2:25][C:24]4[CH:23]=[C:22]([OH:27])[CH:21]=[CH:20][C:19]=4[CH2:18]3)=[CH:4][CH:3]=1)[CH2:42]2. Given the reactants [OH:1][C:2]1[CH:38]=[CH:37][C:5]([C:6]([N:8]([CH:34]([CH3:36])[CH3:35])[C:9]2[CH:14]=[C:13]([O:15][CH3:16])[CH:12]=[CH:11][C:10]=2[CH:17]2[CH2:26][CH2:25][C:24]3[CH:23]=[C:22]([O:27]C(=O)C(C)(C)C)[CH:21]=[CH:20][C:19]=3[CH2:18]2)=O)=[CH:4][CH:3]=1.[CH:39]12[CH2:47][CH2:46][CH:43]([CH2:44][CH2:45]1)[CH2:42][N:41]([C:48](=O)[CH2:49]Cl)[CH2:40]2, predict the reaction product. (4) Given the reactants [CH2:1]([O:8][C:9]1[CH:14]=[CH:13][C:12]([I:15])=[CH:11][C:10]=1[CH2:16]CBr)[C:2]1[CH:7]=[CH:6][CH:5]=[CH:4][CH:3]=1.[C:19]([O:23][C:24]([NH:26][CH:27]([C:33]([O:35][CH2:36][CH3:37])=[O:34])[C:28]([O:30][CH2:31][CH3:32])=[O:29])=[O:25])([CH3:22])([CH3:21])[CH3:20].[O-]CC.[Na+], predict the reaction product. The product is: [CH2:1]([O:8][C:9]1[CH:14]=[CH:13][C:12]([I:15])=[CH:11][C:10]=1[CH2:16][C:27]([NH:26][C:24]([O:23][C:19]([CH3:22])([CH3:20])[CH3:21])=[O:25])([C:28]([O:30][CH2:31][CH3:32])=[O:29])[C:33]([O:35][CH2:36][CH3:37])=[O:34])[C:2]1[CH:3]=[CH:4][CH:5]=[CH:6][CH:7]=1. (5) Given the reactants Cl.[C:2]([S:5][CH:6]1[CH2:11][CH2:10][NH:9][CH2:8]/[C:7]/1=[CH:12]\[C:13]1[CH:17]=[CH:16][N:15]([C:18]([O:20][C:21]([CH3:24])([CH3:23])[CH3:22])=[O:19])[N:14]=1)(=[O:4])[CH3:3].Br[CH:26]([C:32]1[CH:37]=[CH:36][CH:35]=[CH:34][C:33]=1[F:38])[C:27]([CH:29]1[CH2:31][CH2:30]1)=[O:28].C(=O)([O-])[O-].[K+].[K+], predict the reaction product. The product is: [C:2]([S:5][CH:6]1[CH2:11][CH2:10][N:9]([CH:26]([C:32]2[CH:37]=[CH:36][CH:35]=[CH:34][C:33]=2[F:38])[C:27]([CH:29]2[CH2:30][CH2:31]2)=[O:28])[CH2:8]/[C:7]/1=[CH:12]\[C:13]1[CH:17]=[CH:16][N:15]([C:18]([O:20][C:21]([CH3:24])([CH3:23])[CH3:22])=[O:19])[N:14]=1)(=[O:4])[CH3:3]. (6) Given the reactants [CH2:1]=[CH:2][OH:3].[CH2:4]1[N:9]2[CH2:10][CH2:11][N:6]([CH2:7][CH2:8]2)[CH2:5]1, predict the reaction product. The product is: [CH2:1]=[CH:2][OH:3].[CH2:4]1[N:9]2[CH2:10][CH2:11][N:6]([CH2:7][CH2:8]2)[CH2:5]1.